Dataset: Forward reaction prediction with 1.9M reactions from USPTO patents (1976-2016). Task: Predict the product of the given reaction. (1) Given the reactants [C:1]([O:5][C:6]([N:8]1[CH2:13][CH2:12][N:11]([C:14]2[C:19](Cl)=[N:18][CH:17]=[CH:16][N:15]=2)[CH2:10][CH2:9]1)=[O:7])([CH3:4])([CH3:3])[CH3:2].[OH-:21].[Na+].Cl, predict the reaction product. The product is: [C:1]([O:5][C:6]([N:8]1[CH2:13][CH2:12][N:11]([C:14]2[C:19]([OH:21])=[N:18][CH:17]=[CH:16][N:15]=2)[CH2:10][CH2:9]1)=[O:7])([CH3:4])([CH3:3])[CH3:2]. (2) Given the reactants Cl[C:2]1[C:11]2=[N:12][N:13](CC3C=CC(OC)=CC=3)[CH:14]=[C:10]2[C:9]2[C:8]([O:24][CH3:25])=[CH:7][CH:6]=[CH:5][C:4]=2[N:3]=1.[NH:26]1[C:34]2[C:29](=[CH:30][CH:31]=[C:32]([NH2:35])[CH:33]=2)[CH:28]=[N:27]1.Cl, predict the reaction product. The product is: [NH:26]1[C:34]2[C:29](=[CH:30][CH:31]=[C:32]([NH:35][C:2]3[C:11]4=[N:12][NH:13][CH:14]=[C:10]4[C:9]4[C:8]([O:24][CH3:25])=[CH:7][CH:6]=[CH:5][C:4]=4[N:3]=3)[CH:33]=2)[CH:28]=[N:27]1.